Dataset: Full USPTO retrosynthesis dataset with 1.9M reactions from patents (1976-2016). Task: Predict the reactants needed to synthesize the given product. (1) Given the product [NH2:3][C:12]1[N:13]=[N:14][N:15]([CH2:17][CH2:18][CH2:19][CH2:20][N:21]2[CH:25]=[C:24]([C:26]([NH:28][CH2:29][C:30]3[CH:35]=[CH:34][CH:33]=[CH:32][N:31]=3)=[O:27])[N:23]=[N:22]2)[CH:16]=1, predict the reactants needed to synthesize it. The reactants are: O=C1C2C(=CC=CC=2)C(=O)[N:3]1[C:12]1[N:13]=[N:14][N:15]([CH2:17][CH2:18][CH2:19][CH2:20][N:21]2[CH:25]=[C:24]([C:26]([NH:28][CH2:29][C:30]3[CH:35]=[CH:34][CH:33]=[CH:32][N:31]=3)=[O:27])[N:23]=[N:22]2)[CH:16]=1.O.NN. (2) Given the product [NH:39]1[C:38]([C:33]2[CH:34]=[CH:35][CH:36]=[CH:37][C:32]=2[C:29]2[CH:28]=[CH:27][C:26]([CH2:25][N:6]3[C:7]([C:11]([NH:13][C@@H:14]([CH2:18][C:19]4[CH:20]=[CH:21][CH:22]=[CH:23][CH:24]=4)[C:15]([O:17][CH2:51][CH2:50][CH2:49][CH2:48][C@@H:47]([O:53][N+:54]([O-:56])=[O:55])[CH2:46][O:45][N+:43]([O-:57])=[O:44])=[O:16])=[O:12])=[C:8]([Cl:10])[N:9]=[C:5]3[CH2:1][CH2:2][CH2:3][CH3:4])=[CH:31][CH:30]=2)=[N:42][N:41]=[N:40]1, predict the reactants needed to synthesize it. The reactants are: [CH2:1]([C:5]1[N:6]([CH2:25][C:26]2[CH:31]=[CH:30][C:29]([C:32]3[CH:37]=[CH:36][CH:35]=[CH:34][C:33]=3[C:38]3[NH:42][N:41]=[N:40][N:39]=3)=[CH:28][CH:27]=2)[C:7]([C:11]([NH:13][C@@H:14]([CH2:18][C:19]2[CH:24]=[CH:23][CH:22]=[CH:21][CH:20]=2)[C:15]([OH:17])=[O:16])=[O:12])=[C:8]([Cl:10])[N:9]=1)[CH2:2][CH2:3][CH3:4].[N+:43]([O-:57])([O:45][CH2:46][C@H:47]([O:53][N+:54]([O-:56])=[O:55])[CH2:48][CH2:49][CH2:50][CH2:51]O)=[O:44].Cl.C(N=C=NCCCN(C)C)C. (3) Given the product [CH3:8][O:9][CH2:10][CH2:11][N:12]1[CH:6]([C:2]2[S:1][CH:5]=[CH:4][CH:3]=2)[CH:14]([C:13]([NH:25][C:26]2[CH:31]=[CH:30][N:29]=[CH:28][N:27]=2)=[O:24])[C:15]2[C:16](=[CH:20][CH:21]=[CH:22][CH:23]=2)[C:17]1=[O:19], predict the reactants needed to synthesize it. The reactants are: [S:1]1[CH:5]=[CH:4][CH:3]=[C:2]1[CH:6]=O.[CH3:8][O:9][CH2:10][CH2:11][NH2:12].[C:13]1(=[O:24])[O:19][C:17](=O)[C:16]2=[CH:20][CH:21]=[CH:22][CH:23]=[C:15]2[CH2:14]1.[NH2:25][C:26]1[CH:31]=[CH:30][N:29]=[CH:28][N:27]=1. (4) Given the product [F:30][P-:31]([F:36])([F:35])([F:34])([F:33])[F:32].[CH3:1][N:2]([CH3:3])/[CH:4]=[C:12](/[C:13]1[S:14][C:15]([C:18]2[CH:19]=[CH:20][CH:21]=[C:22]([C:24]3[N:29]=[CH:28][CH:27]=[CH:26][N:25]=3)[N:23]=2)=[CH:16][N:17]=1)\[CH:1]=[N+:2]([CH3:4])[CH3:3], predict the reactants needed to synthesize it. The reactants are: [CH3:1][N:2]([CH:4]=O)[CH3:3].C(Cl)(=O)C(Cl)=O.[CH3:12][C:13]1[S:14][C:15]([C:18]2[N:23]=[C:22]([C:24]3[N:29]=[CH:28][CH:27]=[CH:26][N:25]=3)[CH:21]=[CH:20][CH:19]=2)=[CH:16][N:17]=1.[F:30][P-:31]([F:36])([F:35])([F:34])([F:33])[F:32].[Na+]. (5) Given the product [NH2:15][CH2:5][CH2:4]/[CH:3]=[CH:2]/[C:1](=[O:8])[C:9]([OH:11])=[O:10], predict the reactants needed to synthesize it. The reactants are: [C:1]([C:9]([O-:11])=[O:10])(=[O:8])[C:2]1C=C[CH:5]=[CH:4][CH:3]=1.OC1C(C)=[N:15]C=C(C([O-])=O)C=1C([O-])=O.C([O-])(=O)C1C=C(O)C(O)=C(O)C=1.O=C([C@H](CC1C=C(O)C(O)=CC=1)N)O.C1(CC(=O)C([O-])=O)C=CC=CC=1.OC1C=C(C([O-])=O)C(=CC=1O)C([O-])=O.N1C=C(C([O-])=O)C(=O)NC1=O.C1C=C[C@](O)(C(O)=O)[C@@H](O)C=1. (6) Given the product [Cl:13][C:14]1[C:15]([C:36]([NH:38][CH2:39][CH:40]2[CH2:41][CH2:42][CH2:43][CH2:44][CH2:45]2)=[O:37])=[C:16]2[C:21](=[CH:22][CH:23]=1)[N:20]=[C:19]([N:24]1[CH2:28][CH2:27][C@H:26]([N:29]([S:7]([NH:10][C:11]([O:5][C:2]([CH3:4])([CH3:3])[CH3:1])=[O:12])(=[O:9])=[O:8])[CH2:30][C:31]([O:33][CH2:34][CH3:35])=[O:32])[CH2:25]1)[CH:18]=[CH:17]2, predict the reactants needed to synthesize it. The reactants are: [CH3:1][C:2]([OH:5])([CH3:4])[CH3:3].Cl[S:7]([N:10]=[C:11]=[O:12])(=[O:9])=[O:8].[Cl:13][C:14]1[C:15]([C:36]([NH:38][CH2:39][CH:40]2[CH2:45][CH2:44][CH2:43][CH2:42][CH2:41]2)=[O:37])=[C:16]2[C:21](=[CH:22][CH:23]=1)[N:20]=[C:19]([N:24]1[CH2:28][CH2:27][C@H:26]([NH:29][CH2:30][C:31]([O:33][CH2:34][CH3:35])=[O:32])[CH2:25]1)[CH:18]=[CH:17]2.C(N(CC)CC)C.